From a dataset of Peptide-MHC class II binding affinity with 134,281 pairs from IEDB. Regression. Given a peptide amino acid sequence and an MHC pseudo amino acid sequence, predict their binding affinity value. This is MHC class II binding data. (1) The peptide sequence is QRAAEPWRDDQRSRS. The MHC is HLA-DPA10201-DPB10101 with pseudo-sequence HLA-DPA10201-DPB10101. The binding affinity (normalized) is 0.0975. (2) The peptide sequence is ASTGGAYESYKFIPA. The MHC is HLA-DQA10102-DQB10502 with pseudo-sequence HLA-DQA10102-DQB10502. The binding affinity (normalized) is 0.113. (3) The peptide sequence is DQAISMWALVISVTS. The MHC is DRB1_0101 with pseudo-sequence DRB1_0101. The binding affinity (normalized) is 0.609. (4) The peptide sequence is MSNPLTSPISCSYSL. The MHC is DRB1_1101 with pseudo-sequence DRB1_1101. The binding affinity (normalized) is 0.345. (5) The peptide sequence is IEGGSLFIVPRFHVV. The MHC is HLA-DQA10301-DQB10302 with pseudo-sequence HLA-DQA10301-DQB10302. The binding affinity (normalized) is 0.291. (6) The peptide sequence is LPPIVAKEIVASCDKC. The MHC is HLA-DQA10301-DQB10301 with pseudo-sequence HLA-DQA10301-DQB10301. The binding affinity (normalized) is 0.372. (7) The peptide sequence is TQGLLGALLLWMGIN. The MHC is DRB1_1501 with pseudo-sequence DRB1_1501. The binding affinity (normalized) is 0.465. (8) The peptide sequence is SLELELIGSKRILDE. The MHC is DRB1_1501 with pseudo-sequence DRB1_1501. The binding affinity (normalized) is 0.838. (9) The peptide sequence is PAGVCPTIGVGGNFA. The MHC is HLA-DPA10201-DPB10101 with pseudo-sequence HLA-DPA10201-DPB10101. The binding affinity (normalized) is 0. (10) The peptide sequence is ELAAVSVDCSEYPKP. The MHC is HLA-DQA10501-DQB10301 with pseudo-sequence HLA-DQA10501-DQB10301. The binding affinity (normalized) is 0.200.